Predict the product of the given reaction. From a dataset of Forward reaction prediction with 1.9M reactions from USPTO patents (1976-2016). (1) Given the reactants [CH3:1][S:2]([C:5]([C:8]1[CH:9]=[C:10]2[C:15](=[C:16]([C:18]3[CH:19]=[C:20]([CH2:24][CH:25]([C:34]4[CH:39]=[CH:38][C:37]([S:40][CH3:41])=[CH:36][CH:35]=4)[CH:26]([C:28]4[CH:33]=[CH:32][CH:31]=[CH:30][CH:29]=4)[OH:27])[CH:21]=[CH:22][CH:23]=3)[CH:17]=1)[N:14]=[CH:13][CH:12]=[CH:11]2)([CH3:7])[CH3:6])(=[O:4])=[O:3].CC(OI1(OC(C)=O)(OC(C)=O)OC(=O)C2C=CC=CC1=2)=O, predict the reaction product. The product is: [CH3:1][S:2]([C:5]([C:8]1[CH:9]=[C:10]2[C:15](=[C:16]([C:18]3[CH:19]=[C:20]([CH2:24][CH:25]([C:34]4[CH:35]=[CH:36][C:37]([S:40][CH3:41])=[CH:38][CH:39]=4)[C:26]([C:28]4[CH:29]=[CH:30][CH:31]=[CH:32][CH:33]=4)=[O:27])[CH:21]=[CH:22][CH:23]=3)[CH:17]=1)[N:14]=[CH:13][CH:12]=[CH:11]2)([CH3:7])[CH3:6])(=[O:3])=[O:4]. (2) Given the reactants [Cl:1][C:2]1[CH:24]=[CH:23][C:5]2[N:6]=[C:7]([NH:9][C:10]3[N:14]([CH3:15])[C:13]4[CH:16]=[CH:17][C:18]([C:20](O)=[O:21])=[CH:19][C:12]=4[N:11]=3)[S:8][C:4]=2[CH:3]=1.[CH3:25][O:26][CH:27]([O:30][CH3:31])[CH2:28][NH2:29].CN(C(ON1N=NC2C=CC=CC1=2)=[N+](C)C)C.F[P-](F)(F)(F)(F)F.CCN(C(C)C)C(C)C, predict the reaction product. The product is: [CH3:25][O:26][CH:27]([O:30][CH3:31])[CH2:28][NH:29][C:20]([C:18]1[CH:17]=[CH:16][C:13]2[N:14]([CH3:15])[C:10]([NH:9][C:7]3[S:8][C:4]4[CH:3]=[C:2]([Cl:1])[CH:24]=[CH:23][C:5]=4[N:6]=3)=[N:11][C:12]=2[CH:19]=1)=[O:21]. (3) Given the reactants C(OC([N:8]1[CH2:12][CH2:11][CH:10]([C:13]2[CH:18]=[CH:17][C:16]([S:19]([C:22]3[CH:27]=[CH:26][CH:25]=[C:24]([F:28])[CH:23]=3)(=[O:21])=[O:20])=[CH:15][C:14]=2[CH2:29][O:30][C:31](=[O:35])[N:32]([CH3:34])[CH3:33])[CH2:9]1)=O)(C)(C)C.C(O)(C(F)(F)F)=O, predict the reaction product. The product is: [F:28][C:24]1[CH:23]=[C:22]([S:19]([C:16]2[CH:17]=[CH:18][C:13]([CH:10]3[CH2:11][CH2:12][NH:8][CH2:9]3)=[C:14]([CH:15]=2)[CH2:29][O:30][C:31](=[O:35])[N:32]([CH3:34])[CH3:33])(=[O:20])=[O:21])[CH:27]=[CH:26][CH:25]=1. (4) Given the reactants F[C:2]1[CH:9]=[CH:8][C:5]([C:6]#[N:7])=[CH:4][CH:3]=1.[CH2:10]([NH2:13])[CH2:11][CH3:12], predict the reaction product. The product is: [CH2:10]([NH:13][C:2]1[CH:9]=[CH:8][C:5]([C:6]#[N:7])=[CH:4][CH:3]=1)[CH2:11][CH3:12]. (5) Given the reactants Br[C:2]1[C:10]2[N:9]3[CH2:11][CH2:12][NH:13][C:14](=[O:15])[C:8]3=[C:7]([CH3:16])[C:6]=2[CH:5]=[C:4]([F:17])[CH:3]=1.[F:18][C:19]1[CH:24]=[C:23](B(O)O)[CH:22]=[CH:21][N:20]=1, predict the reaction product. The product is: [F:17][C:4]1[CH:3]=[C:2]([C:23]2[CH:22]=[CH:21][N:20]=[C:19]([F:18])[CH:24]=2)[C:10]2[N:9]3[CH2:11][CH2:12][NH:13][C:14](=[O:15])[C:8]3=[C:7]([CH3:16])[C:6]=2[CH:5]=1. (6) Given the reactants [Cl:1][C:2]1[C:7]([O:8][CH3:9])=[CH:6][C:5]([O:10][CH3:11])=[C:4]([Cl:12])[C:3]=1[C:13]1[CH:22]=[CH:21][C:20]([C:23](O)=[O:24])=[C:19]2[C:14]=1[CH:15]=[CH:16][CH:17]=[N:18]2.[N+:26]([C:29]1[N:30]=[CH:31][NH:32][CH:33]=1)([O-])=O, predict the reaction product. The product is: [N:32]1[CH:33]=[C:29]([NH:26][C:23]([C:20]2[CH:21]=[CH:22][C:13]([C:3]3[C:4]([Cl:12])=[C:5]([O:10][CH3:11])[CH:6]=[C:7]([O:8][CH3:9])[C:2]=3[Cl:1])=[C:14]3[C:19]=2[N:18]=[CH:17][CH:16]=[CH:15]3)=[O:24])[NH:30][CH:31]=1.